This data is from Peptide-MHC class II binding affinity with 134,281 pairs from IEDB. The task is: Regression. Given a peptide amino acid sequence and an MHC pseudo amino acid sequence, predict their binding affinity value. This is MHC class II binding data. The peptide sequence is TILPLMALLTPVTMA. The MHC is DRB1_1101 with pseudo-sequence DRB1_1101. The binding affinity (normalized) is 0.872.